Predict the reactants needed to synthesize the given product. From a dataset of Full USPTO retrosynthesis dataset with 1.9M reactions from patents (1976-2016). (1) Given the product [C:1]([C:5]1[CH:6]=[C:7]2[C:12](=[C:13]([F:15])[CH:14]=1)[C:11](=[O:16])[N:10]([C:17]1[CH:27]=[CH:26][CH:25]=[C:24]([C:44]3[CH:45]=[C:46]([Si:52]([CH3:54])([CH3:53])[CH3:55])[C:47](=[O:51])[N:48]([CH3:50])[N:49]=3)[C:18]=1[CH2:19][O:20][C:21](=[O:23])[CH3:22])[N:9]=[CH:8]2)([CH3:2])([CH3:3])[CH3:4], predict the reactants needed to synthesize it. The reactants are: [C:1]([C:5]1[CH:6]=[C:7]2[C:12](=[C:13]([F:15])[CH:14]=1)[C:11](=[O:16])[N:10]([C:17]1[CH:27]=[CH:26][CH:25]=[C:24](B3OC(C)(C)C(C)(C)O3)[C:18]=1[CH2:19][O:20][C:21](=[O:23])[CH3:22])[N:9]=[CH:8]2)([CH3:4])([CH3:3])[CH3:2].C(=O)([O-])[O-].[Na+].[Na+].Cl[C:44]1[CH:45]=[C:46]([Si:52]([CH3:55])([CH3:54])[CH3:53])[C:47](=[O:51])[N:48]([CH3:50])[N:49]=1.IC1C=C([Si](C)(C)C)C(=O)N(C)N=1. (2) Given the product [C:5]([C:4]([CH:3]=[CH2:2])([F:10])[F:9])([F:8])([F:7])[F:6], predict the reactants needed to synthesize it. The reactants are: Br[CH:2]=[CH:3][C:4]([F:10])([F:9])[C:5]([F:8])([F:7])[F:6].C=C.[OH-].[K+]. (3) Given the product [CH2:18]([S:20][CH2:21][C:22]1[CH:23]=[C:24]([NH:25][C:2]2[N:7]=[C:6]([C:8]3[CH:13]=[CH:12][C:11]([F:14])=[CH:10][C:9]=3[O:15][CH3:16])[C:5]([F:17])=[CH:4][N:3]=2)[CH:26]=[CH:27][CH:28]=1)[CH3:19], predict the reactants needed to synthesize it. The reactants are: Cl[C:2]1[N:7]=[C:6]([C:8]2[CH:13]=[CH:12][C:11]([F:14])=[CH:10][C:9]=2[O:15][CH3:16])[C:5]([F:17])=[CH:4][N:3]=1.[CH2:18]([S:20][CH2:21][C:22]1[CH:23]=[C:24]([CH:26]=[CH:27][CH:28]=1)[NH2:25])[CH3:19].C1(P(C2CCCCC2)C2C=CC=CC=2C2C(C(C)C)=CC(C(C)C)=CC=2C(C)C)CCCCC1.P([O-])([O-])([O-])=O.[K+].[K+].[K+]. (4) Given the product [N:57]1([CH2:56][C@@H:52]2[CH2:53][CH2:54][CH2:55][N:51]2[C:14]([C:13]2[CH:12]=[CH:11][C:10]([C:8]3[S:9][C:5]([S:1]([NH2:2])(=[O:3])=[O:4])=[CH:6][CH:7]=3)=[CH:18][CH:17]=2)=[O:16])[CH2:61][CH2:60][CH2:59][CH2:58]1, predict the reactants needed to synthesize it. The reactants are: [S:1]([C:5]1[S:9][C:8]([C:10]2[CH:18]=[CH:17][C:13]([C:14]([OH:16])=O)=[CH:12][CH:11]=2)=[CH:7][CH:6]=1)(=[O:4])(=[O:3])[NH2:2].[Li].CCN=C=NCCCN(C)C.Cl.C1C=CC2N(O)N=NC=2C=1.CCN(C(C)C)C(C)C.[NH:51]1[CH2:55][CH2:54][CH2:53][C@H:52]1[CH2:56][N:57]1[CH2:61][CH2:60][CH2:59][CH2:58]1. (5) Given the product [BrH:3].[CH3:10][C@@:6]1([C:5]([F:12])([F:11])[F:4])[CH2:7][NH:8][C:2](=[NH:1])[NH:9]1, predict the reactants needed to synthesize it. The reactants are: [N:1]#[C:2][Br:3].[F:4][C:5]([F:12])([F:11])[C@@:6]([CH3:10])([NH2:9])[CH2:7][NH2:8].C(O)C.